This data is from Forward reaction prediction with 1.9M reactions from USPTO patents (1976-2016). The task is: Predict the product of the given reaction. (1) Given the reactants [O:1]=[C:2]1[NH:8][CH2:7][CH2:6][CH2:5][N:4]([C:9](OC(C)(C)C)=O)[CH2:3]1.FC(F)(F)C(O)=O.BrC1[S:25][C:26]([Br:29])=[CH:27][N:28]=1.CCN(C(C)C)C(C)C, predict the reaction product. The product is: [Br:29][C:26]1[S:25][C:9]([N:4]2[CH2:5][CH2:6][CH2:7][NH:8][C:2](=[O:1])[CH2:3]2)=[N:28][CH:27]=1. (2) Given the reactants [CH3:1][O:2][C:3]1[C:4](=[O:22])[C:5]([C:19](O)=[O:20])=[N:6][N:7]([C:9]2[CH:14]=[CH:13][CH:12]=[C:11]([C:15]([F:18])([F:17])[F:16])[CH:10]=2)[CH:8]=1.[CH3:23][C:24]([C:27]([O:29][CH3:30])=[O:28])([CH3:26])[NH2:25].C1C=CC2N(O)N=NC=2C=1.CCN=C=NCCCN(C)C.C(N(CC)C(C)C)(C)C, predict the reaction product. The product is: [CH3:1][O:2][C:3]1[C:4](=[O:22])[C:5]([C:19]([NH:25][C:24]([CH3:26])([C:27]([O:29][CH3:30])=[O:28])[CH3:23])=[O:20])=[N:6][N:7]([C:9]2[CH:14]=[CH:13][CH:12]=[C:11]([C:15]([F:18])([F:17])[F:16])[CH:10]=2)[CH:8]=1. (3) The product is: [CH2:18]([N:15]1[C:16]2[CH:17]=[C:9]3[N:8]=[C:7]([C:3]4[C:2]([NH:1][C:28](=[O:29])[C:27]5[CH:26]=[C:25]([F:24])[CH:33]=[C:32]([F:34])[CH:31]=5)=[CH:6][NH:5][N:4]=4)[NH:23][C:10]3=[CH:11][C:12]=2[C:13]([CH3:22])([CH3:21])[C:14]1=[O:20])[CH3:19]. Given the reactants [NH2:1][C:2]1[C:3]([C:7]2[NH:23][C:10]3=[CH:11][C:12]4[C:13]([CH3:22])([CH3:21])[C:14](=[O:20])[N:15]([CH2:18][CH3:19])[C:16]=4[CH:17]=[C:9]3[N:8]=2)=[N:4][NH:5][CH:6]=1.[F:24][C:25]1[CH:26]=[C:27]([CH:31]=[C:32]([F:34])[CH:33]=1)[C:28](Cl)=[O:29], predict the reaction product. (4) Given the reactants [CH3:1][O:2][C:3](=[O:20])[C:4]1[CH:5]=[C:6]([CH:14]=[C:15]([N+:17]([O-])=O)[CH:16]=1)[C:7]([O:9][C:10]([CH3:13])([CH3:12])[CH3:11])=[O:8].CO, predict the reaction product. The product is: [CH3:1][O:2][C:3](=[O:20])[C:4]1[CH:5]=[C:6]([CH:14]=[C:15]([NH2:17])[CH:16]=1)[C:7]([O:9][C:10]([CH3:13])([CH3:11])[CH3:12])=[O:8].